Dataset: Full USPTO retrosynthesis dataset with 1.9M reactions from patents (1976-2016). Task: Predict the reactants needed to synthesize the given product. Given the product [F:8][C:7]1[C:6]([NH:9][C:10]2[CH:15]=[CH:14][C:13]([I:16])=[CH:12][C:11]=2[F:17])=[C:5]([NH:18][S:25]([C:24]2[CH:23]=[C:22]([C:29]([F:32])([F:30])[F:31])[O:21][C:20]=2[CH3:19])(=[O:27])=[O:26])[CH:4]=[CH:3][C:2]=1[F:1], predict the reactants needed to synthesize it. The reactants are: [F:1][C:2]1[C:7]([F:8])=[C:6]([NH:9][C:10]2[CH:15]=[CH:14][C:13]([I:16])=[CH:12][C:11]=2[F:17])[C:5]([NH2:18])=[CH:4][CH:3]=1.[CH3:19][C:20]1[O:21][C:22]([C:29]([F:32])([F:31])[F:30])=[CH:23][C:24]=1[S:25](Cl)(=[O:27])=[O:26].